Dataset: Reaction yield outcomes from USPTO patents with 853,638 reactions. Task: Predict the reaction yield, written as a fraction of the theoretical maximum amount of product (1.0 means a 100% yield; for example, 0.34 means a 34% yield). (1) The reactants are [NH2:1][C:2]1[N:7]=[C:6]([Cl:8])[C:5]([CH:9]([OH:13])[CH2:10][CH:11]=[CH2:12])=[C:4]([Cl:14])[N:3]=1.C[N+]1([O-])[CH2:21][CH2:20][O:19]CC1.O1CCC[CH2:24]1.S([O-])([O-])(=O)=S.[Na+].[Na+].[OH2:35]. The catalyst is [Os](=O)(=O)(=O)=O.CC(C)=O. The product is [NH2:1][C:2]1[N:3]=[C:4]([Cl:14])[C:5]([CH:9]([OH:13])[CH2:10][CH:11]2[CH2:12][O:19][C:20]([CH3:21])([CH3:24])[O:35]2)=[C:6]([Cl:8])[N:7]=1. The yield is 0.770. (2) The reactants are [CH2:1]([C:4]1[CH:9]=[CH:8][N+:7]([O-])=[CH:6][CH:5]=1)[CH2:2][CH3:3].[Si]([C:15]#[N:16])(C)(C)C.N(C(Cl)=O)(C)C. The catalyst is C(Cl)Cl. The product is [CH2:1]([C:4]1[CH:9]=[CH:8][N:7]=[C:6]([C:15]#[N:16])[CH:5]=1)[CH2:2][CH3:3]. The yield is 0.650. (3) The reactants are C(OC([NH:8][C@@H:9]([C:45]([CH3:48])([CH3:47])[CH3:46])[C:10]([N:12]1[C@H:21]([C:22]([N:24]([CH2:34][C:35]2[CH:44]=[CH:43][C:38]([C:39]([O:41][CH3:42])=[O:40])=[CH:37][CH:36]=2)[C@@H:25]([C:27]2[CH:32]=[CH:31][CH:30]=[CH:29][C:28]=2[Cl:33])[CH3:26])=[O:23])[CH2:20][C:19]2[C:14](=[CH:15][CH:16]=[CH:17][CH:18]=2)[CH2:13]1)=[O:11])=O)(C)(C)C.C(O)(C(F)(F)F)=O. The catalyst is C(Cl)Cl. The product is [NH2:8][C@@H:9]([C:45]([CH3:46])([CH3:48])[CH3:47])[C:10]([N:12]1[C@H:21]([C:22]([N:24]([CH2:34][C:35]2[CH:36]=[CH:37][C:38]([C:39]([O:41][CH3:42])=[O:40])=[CH:43][CH:44]=2)[C@@H:25]([C:27]2[CH:32]=[CH:31][CH:30]=[CH:29][C:28]=2[Cl:33])[CH3:26])=[O:23])[CH2:20][C:19]2[C:14](=[CH:15][CH:16]=[CH:17][CH:18]=2)[CH2:13]1)=[O:11]. The yield is 1.00. (4) The reactants are C(N(CC)CC)C.[C:8]([C:10]1[CH:15]=[CH:14][C:13]([C:16]2[CH:21]=[CH:20][C:19]([O:22][C:23](=[O:43])[C:24]3[CH:29]=[CH:28][C:27]([O:30][CH2:31][CH2:32][CH2:33][CH2:34][CH2:35][CH2:36][O:37][C:38](=[O:42])[CH2:39][CH2:40]Cl)=[CH:26][CH:25]=3)=[CH:18][C:17]=2[CH3:44])=[CH:12][CH:11]=1)#[N:9]. The catalyst is C(Cl)Cl. The product is [C:8]([C:10]1[CH:15]=[CH:14][C:13]([C:16]2[CH:21]=[CH:20][C:19]([O:22][C:23](=[O:43])[C:24]3[CH:29]=[CH:28][C:27]([O:30][CH2:31][CH2:32][CH2:33][CH2:34][CH2:35][CH2:36][O:37][C:38](=[O:42])[CH:39]=[CH2:40])=[CH:26][CH:25]=3)=[CH:18][C:17]=2[CH3:44])=[CH:12][CH:11]=1)#[N:9]. The yield is 0.394. (5) The reactants are [Cl:1][C:2]1[CH:7]=[CH:6][N:5]=[C:4]([CH3:8])[CH:3]=1.[F:9][C:10]1[CH:20]=[CH:19][C:13]([C:14](OCC)=[O:15])=[CH:12][CH:11]=1.C[Si]([N-][Si](C)(C)C)(C)C.[Li+]. The catalyst is O1CCCC1. The product is [Cl:1][C:2]1[CH:7]=[CH:6][N:5]=[C:4]([CH2:8][C:14]([C:13]2[CH:19]=[CH:20][C:10]([F:9])=[CH:11][CH:12]=2)=[O:15])[CH:3]=1. The yield is 0.990.